Dataset: Reaction yield outcomes from USPTO patents with 853,638 reactions. Task: Predict the reaction yield, written as a fraction of the theoretical maximum amount of product (1.0 means a 100% yield; for example, 0.34 means a 34% yield). (1) The product is [Br:8][C:9]1[CH:16]=[CH:15][C:12]([CH2:13][C:4]2[S:3][C:2]([CH3:1])=[C:6]([CH3:7])[CH:5]=2)=[CH:11][CH:10]=1. The reactants are [CH3:1][C:2]1[S:3][CH:4]=[CH:5][C:6]=1[CH3:7].[Br:8][C:9]1[CH:16]=[CH:15][C:12]([CH2:13]Br)=[CH:11][CH:10]=1. The yield is 0.600. The catalyst is C1COCC1. (2) The reactants are Cl[C:2]1[N:6]([CH2:7][CH3:8])[N:5]=[CH:4][C:3]=1[N+:9]([O-:11])=[O:10].[F:12][C:13]([F:25])([F:24])[C:14]([NH:16][C@@H:17]1[CH2:23][CH2:22][CH2:21][NH:20][CH2:19][CH2:18]1)=[O:15]. No catalyst specified. The product is [CH2:7]([N:6]1[C:2]([N:20]2[CH2:21][CH2:22][CH2:23][C@@H:17]([NH:16][C:14](=[O:15])[C:13]([F:24])([F:12])[F:25])[CH2:18][CH2:19]2)=[C:3]([N+:9]([O-:11])=[O:10])[CH:4]=[N:5]1)[CH3:8]. The yield is 0.600. (3) The reactants are [C:1]([OH:18])(=[O:17])[C:2]1[C:3](=[CH:7][C:8](=[C:12]([CH:16]=1)[C:13]([OH:15])=[O:14])[C:9]([OH:11])=[O:10])[C:4]([OH:6])=[O:5]. The catalyst is [Rh].O. The product is [CH:8]1([C:9]([OH:11])=[O:10])[CH2:7][CH:3]([C:4]([OH:6])=[O:5])[CH:2]([C:1]([OH:18])=[O:17])[CH2:16][CH:12]1[C:13]([OH:15])=[O:14]. The yield is 0.850. (4) The reactants are [F:1][C:2]1[C:3]([NH:27][C:28]2[CH:33]=[CH:32][C:31]([I:34])=[CH:30][C:29]=2[F:35])=[C:4]([CH:12]=[C:13](/[CH:16]=[N:17]/[O:18][CH2:19][CH2:20][NH:21][C:22](=[O:26])[CH:23]([CH3:25])[CH3:24])[C:14]=1[F:15])[C:5]([NH:7][O:8][CH2:9][CH2:10][OH:11])=[O:6].ClC(Cl)C(O)=O.O.C(=O)(O)[O-].[Na+]. The catalyst is C(Cl)Cl. The product is [F:1][C:2]1[C:3]([NH:27][C:28]2[CH:33]=[CH:32][C:31]([I:34])=[CH:30][C:29]=2[F:35])=[C:4]([CH:12]=[C:13]([CH2:16][NH:17][O:18][CH2:19][CH2:20][NH:21][C:22](=[O:26])[CH:23]([CH3:25])[CH3:24])[C:14]=1[F:15])[C:5]([NH:7][O:8][CH2:9][CH2:10][OH:11])=[O:6]. The yield is 0.710. (5) The reactants are C(P(C12CC3CC(CC(C3)C1)C2)C12CC3CC(CC(C3)C1)C2)CCC.Br[C:27]1[N:32]=[C:31]([NH:33][C:34]2[CH:39]=[C:38]([C:40]([F:43])([F:42])[F:41])[CH:37]=[CH:36][N:35]=2)[CH:30]=[C:29]([CH3:44])[CH:28]=1.[OH:45][C@:46]1([C:60]2[S:61][CH:62]=[CH:63][N:64]=2)[CH2:55][CH2:54][CH2:53][C:52]2[CH:51]=[C:50]([C:56]([O:58][CH3:59])=[O:57])[CH:49]=[CH:48][C:47]1=2.[F-].[Cs+].C(O)(=O)C(C)(C)C. The catalyst is O1CCOCC1.CC([O-])=O.CC([O-])=O.[Pd+2]. The product is [OH:45][C@:46]1([C:60]2[S:61][C:62]([C:27]3[CH:28]=[C:29]([CH3:44])[CH:30]=[C:31]([NH:33][C:34]4[CH:39]=[C:38]([C:40]([F:43])([F:42])[F:41])[CH:37]=[CH:36][N:35]=4)[N:32]=3)=[CH:63][N:64]=2)[CH2:55][CH2:54][CH2:53][C:52]2[CH:51]=[C:50]([C:56]([O:58][CH3:59])=[O:57])[CH:49]=[CH:48][C:47]1=2. The yield is 0.800. (6) The reactants are [F:1][C:2]([F:19])([F:18])[C:3](=[O:17])[CH2:4][C:5]([C:8]1[CH:13]=[CH:12][C:11]([F:14])=[CH:10][C:9]=1[O:15][CH3:16])([CH3:7])[CH3:6].[Br:20]Br. The catalyst is C(O)(=O)C. The product is [Br:20][C:12]1[C:11]([F:14])=[CH:10][C:9]([O:15][CH3:16])=[C:8]([C:5]([CH3:7])([CH3:6])[CH2:4][C:3](=[O:17])[C:2]([F:1])([F:18])[F:19])[CH:13]=1. The yield is 0.970.